Dataset: Reaction yield outcomes from USPTO patents with 853,638 reactions. Task: Predict the reaction yield, written as a fraction of the theoretical maximum amount of product (1.0 means a 100% yield; for example, 0.34 means a 34% yield). (1) The reactants are [CH3:1][C:2]1[N:3]=[C:4]([NH2:7])[S:5][CH:6]=1.[CH3:8][O:9][CH2:10][CH2:11][Br:12]. The product is [BrH:12].[CH3:8][O:9][CH2:10][CH2:11][N:3]1[C:2]([CH3:1])=[CH:6][S:5][C:4]1=[NH:7]. No catalyst specified. The yield is 0.340. (2) The reactants are Br[C:2]1[C:3]2[C:4]3[CH:17]=[CH:16][S:15][C:5]=3[C:6](=[O:14])[NH:7][C:8]=2[CH:9]=[CH:10][C:11]=1[O:12][CH3:13].CC1(C)C(C)(C)OB([C:26]2[CH:31]=[CH:30][C:29]([C@H:32]([CH3:42])[CH2:33][NH:34][C:35](=[O:41])[O:36][C:37]([CH3:40])([CH3:39])[CH3:38])=[CH:28][CH:27]=2)O1. No catalyst specified. The product is [CH3:13][O:12][C:11]1[CH:10]=[CH:9][C:8]2[NH:7][C:6](=[O:14])[C:5]3[S:15][CH:16]=[CH:17][C:4]=3[C:3]=2[C:2]=1[C:26]1[CH:27]=[CH:28][C:29]([C@H:32]([CH3:42])[CH2:33][NH:34][C:35](=[O:41])[O:36][C:37]([CH3:39])([CH3:38])[CH3:40])=[CH:30][CH:31]=1. The yield is 0.320. (3) The reactants are [C:1]1([C:16]2[CH:21]=[CH:20][CH:19]=[CH:18][CH:17]=2)[CH:6]=[CH:5][C:4]([CH2:7][C:8]([C:10]2[CH:15]=[CH:14][CH:13]=[CH:12][CH:11]=2)=O)=[CH:3][CH:2]=1.[CH2:22]([O:24][C:25]1[CH:26]=[C:27]([CH:30]=[C:31]([N+:34]([O-:36])=[O:35])[C:32]=1[OH:33])[CH:28]=O)[CH3:23].[NH2:37][C:38]([NH2:40])=[O:39].Cl. The catalyst is C(O)C. The product is [C:1]1([C:16]2[CH:21]=[CH:20][CH:19]=[CH:18][CH:17]=2)[CH:6]=[CH:5][C:4]([C:7]2[CH:28]([C:27]3[CH:30]=[C:31]([N+:34]([O-:36])=[O:35])[C:32]([OH:33])=[C:25]([O:24][CH2:22][CH3:23])[CH:26]=3)[NH:37][C:38](=[O:39])[NH:40][C:8]=2[C:10]2[CH:15]=[CH:14][CH:13]=[CH:12][CH:11]=2)=[CH:3][CH:2]=1. The yield is 0.0290. (4) The reactants are [C:1]([C:5]1[O:9][N:8]=[C:7]([NH:10][C:11]([NH:13][C:14]2[CH:19]=[CH:18][CH:17]=[C:16]([O:20][C:21]3[C:30]4[C:25](=[CH:26][C:27]([OH:33])=[C:28]([O:31][CH3:32])[CH:29]=4)[N:24]=[CH:23][N:22]=3)[CH:15]=2)=[O:12])[CH:6]=1)([CH3:4])([CH3:3])[CH3:2].O[C@@H:35]1[CH2:39][CH2:38][N:37]([C:40]([O:42][C:43]([CH3:46])([CH3:45])[CH3:44])=[O:41])[CH2:36]1.C1(P(C2C=CC=CC=2)C2C=CC=CC=2)C=CC=CC=1.CC(OC(/N=N/C(OC(C)C)=O)=O)C. The catalyst is O1CCCC1. The product is [C:1]([C:5]1[O:9][N:8]=[C:7]([NH:10][C:11](=[O:12])[NH:13][C:14]2[CH:15]=[C:16]([CH:17]=[CH:18][CH:19]=2)[O:20][C:21]2[C:30]3[C:25](=[CH:26][C:27]([O:33][C@H:39]4[CH2:35][CH2:36][N:37]([C:40]([O:42][C:43]([CH3:46])([CH3:45])[CH3:44])=[O:41])[CH2:38]4)=[C:28]([O:31][CH3:32])[CH:29]=3)[N:24]=[CH:23][N:22]=2)[CH:6]=1)([CH3:4])([CH3:2])[CH3:3]. The yield is 0.510. (5) The reactants are [CH3:1][O:2][C:3](=[O:20])[NH:4][C:5]1[S:6][C:7]2[C:13]([C:14](=O)[CH2:15]Br)=[CH:12][CH:11]=[C:10]([O:18][CH3:19])[C:8]=2[N:9]=1.[C:21]([O:25][C:26]([NH:28][C:29]([NH2:31])=[NH:30])=[O:27])([CH3:24])([CH3:23])[CH3:22]. The catalyst is C(#N)C. The product is [CH3:1][O:2][C:3](=[O:20])[NH:4][C:5]1[S:6][C:7]2[C:13]([C:14]3[N:31]=[C:29]([NH:28][C:26]([O:25][C:21]([CH3:24])([CH3:23])[CH3:22])=[O:27])[NH:30][CH:15]=3)=[CH:12][CH:11]=[C:10]([O:18][CH3:19])[C:8]=2[N:9]=1. The yield is 0.170. (6) The reactants are C[O:2][C:3]([C:5]1[N:6]=[CH:7][S:8][C:9]=1[CH:10]1[CH2:12][CH2:11]1)=O.[H-].[Al+3].[Li+].[H-].[H-].[H-].O. The catalyst is O1CCCC1.C(OCC)(=O)C.[Cl-].[Na+].O. The product is [CH:10]1([C:9]2[S:8][CH:7]=[N:6][C:5]=2[CH2:3][OH:2])[CH2:12][CH2:11]1. The yield is 0.690. (7) The reactants are Cl[C:2]1[C:11]2[CH2:10][N:9]([C:12]([O:14][C:15]([CH3:18])([CH3:17])[CH3:16])=[O:13])[CH2:8][CH2:7][C:6]=2[N:5]=[C:4]2[CH:19]=[CH:20][C:21]([C:23]#[N:24])=[CH:22][C:3]=12.Cl.[Cl:26][C:27]1[CH:28]=[C:29]([CH:32]=[CH:33][C:34]=1[O:35][CH3:36])[CH2:30][NH2:31].[Na+].[I-].CCOC(C)=O. The catalyst is CN1C(=O)CCC1.CCOCC. The product is [Cl:26][C:27]1[CH:28]=[C:29]([CH:32]=[CH:33][C:34]=1[O:35][CH3:36])[CH2:30][NH:31][C:2]1[C:11]2[CH2:10][N:9]([C:12]([O:14][C:15]([CH3:16])([CH3:18])[CH3:17])=[O:13])[CH2:8][CH2:7][C:6]=2[N:5]=[C:4]2[CH:19]=[CH:20][C:21]([C:23]#[N:24])=[CH:22][C:3]=12. The yield is 0.490.